Task: Predict the reactants needed to synthesize the given product.. Dataset: Full USPTO retrosynthesis dataset with 1.9M reactions from patents (1976-2016) (1) The reactants are: [C:1]1([C:7]2[N:8]=[C:9]([CH:12]([NH2:14])[CH3:13])[NH:10][CH:11]=2)[CH:6]=[CH:5][CH:4]=[CH:3][CH:2]=1.[CH3:15][C:16]([CH3:18])=O.[BH-](OC(C)=O)(OC(C)=O)OC(C)=O.[Na+]. Given the product [CH:16]([NH:14][CH:12]([C:9]1[NH:10][CH:11]=[C:7]([C:1]2[CH:2]=[CH:3][CH:4]=[CH:5][CH:6]=2)[N:8]=1)[CH3:13])([CH3:18])[CH3:15], predict the reactants needed to synthesize it. (2) The reactants are: [F:1][C:2]1[CH:11]=[C:10]([F:12])[CH:9]=[C:8]2[C:3]=1[C:4]([NH:20][C:21]1[CH:26]=[CH:25][N:24]=[C:23]([N:27]3[CH2:32][CH2:31][O:30][CH2:29][CH2:28]3)[CH:22]=1)=[C:5]([CH3:19])[C:6]([N:13]1[CH2:18][CH2:17][NH:16][CH2:15][CH2:14]1)=[N:7]2.C(=O)([O-])[O-].[K+].[K+].Cl[C:40]([O:42][CH3:43])=[O:41]. Given the product [F:1][C:2]1[CH:11]=[C:10]([F:12])[CH:9]=[C:8]2[C:3]=1[C:4]([NH:20][C:21]1[CH:26]=[CH:25][N:24]=[C:23]([N:27]3[CH2:32][CH2:31][O:30][CH2:29][CH2:28]3)[CH:22]=1)=[C:5]([CH3:19])[C:6]([N:13]1[CH2:14][CH2:15][N:16]([C:40]([O:42][CH3:43])=[O:41])[CH2:17][CH2:18]1)=[N:7]2, predict the reactants needed to synthesize it.